Dataset: Catalyst prediction with 721,799 reactions and 888 catalyst types from USPTO. Task: Predict which catalyst facilitates the given reaction. (1) Reactant: [C:1]([O:8][CH2:9]C)(=O)[C:2]([O:4][CH2:5][CH3:6])=[O:3].COC[C:14]([O:16][CH3:17])=[O:15].[CH3:18][O-].[Na+].Cl. Product: [CH2:17]([O:16][C:14](=[O:15])[CH:1]([O:8][CH3:9])[C:2]([O:4][CH2:5][CH3:6])=[O:3])[CH3:18]. The catalyst class is: 11. (2) Reactant: C([O:3][C:4]([C:6]1[CH:45]=[CH:44][C:9]2[N:10]=[C:11]([NH:13][C:14]([N:16]([C:32]3[CH:37]=[CH:36][C:35]([CH:38]4[CH2:43][CH2:42][CH2:41][CH2:40][CH2:39]4)=[CH:34][CH:33]=3)[CH2:17][C:18]3[CH:23]=[CH:22][C:21]([C:24](=[O:31])[NH:25][C:26]4[N:27]=[N:28][NH:29][N:30]=4)=[CH:20][CH:19]=3)=[O:15])[S:12][C:8]=2[CH:7]=1)=[O:5])C.[OH-].[Na+].Cl. The catalyst class is: 8. Product: [CH:38]1([C:35]2[CH:34]=[CH:33][C:32]([N:16]([CH2:17][C:18]3[CH:19]=[CH:20][C:21]([C:24](=[O:31])[NH:25][C:26]4[N:27]=[N:28][NH:29][N:30]=4)=[CH:22][CH:23]=3)[C:14](=[O:15])[NH:13][C:11]3[S:12][C:8]4[CH:7]=[C:6]([C:4]([OH:5])=[O:3])[CH:45]=[CH:44][C:9]=4[N:10]=3)=[CH:37][CH:36]=2)[CH2:43][CH2:42][CH2:41][CH2:40][CH2:39]1. (3) Product: [F:10][C:11]1[CH:19]=[CH:18][C:17]([F:20])=[CH:16][C:12]=1[C:13]([N:64]1[CH2:65][CH2:66][N:61]([C:43](=[O:42])[CH2:44][NH:45][C:46](=[O:60])[C:47]2[CH:48]=[CH:49][C:50]([NH:53][C:54]3[CH:55]=[CH:56][CH:57]=[CH:58][CH:59]=3)=[CH:51][CH:52]=2)[CH2:62][CH2:63]1)=[O:15]. The catalyst class is: 18. Reactant: CCN(C(C)C)C(C)C.[F:10][C:11]1[CH:19]=[CH:18][C:17]([F:20])=[CH:16][C:12]=1[C:13]([OH:15])=O.CCN=C=NCCCN(C)C.C1C=CC2N(O)N=NC=2C=1.[O:42]=[C:43]([N:61]1[CH2:66][CH2:65][NH:64][CH2:63][CH2:62]1)[CH2:44][NH:45][C:46](=[O:60])[C:47]1[CH:52]=[CH:51][C:50]([NH:53][C:54]2[CH:59]=[CH:58][CH:57]=[CH:56][CH:55]=2)=[CH:49][CH:48]=1.Cl. (4) Reactant: [NH2:1][C:2]1[N:12]=[CH:11][CH:10]=[CH:9][C:3]=1[C:4]([O:6][CH2:7][CH3:8])=[O:5].Br[CH2:14][C:15]([C:17]1[CH:22]=[CH:21][CH:20]=[C:19]([C:23]([F:26])([F:25])[F:24])[CH:18]=1)=O. Product: [F:24][C:23]([F:25])([F:26])[C:19]1[CH:18]=[C:17]([C:15]2[N:1]=[C:2]3[C:3]([C:4]([O:6][CH2:7][CH3:8])=[O:5])=[CH:9][CH:10]=[CH:11][N:12]3[CH:14]=2)[CH:22]=[CH:21][CH:20]=1. The catalyst class is: 131. (5) Reactant: [CH3:1][S:2][C:3]1[O:4][C:5]2[CH:11]=[C:10]([CH2:12]O)[CH:9]=[CH:8][C:6]=2[N:7]=1.CN(C=O)C.S(Cl)([Cl:21])=O. Product: [Cl:21][CH2:12][C:10]1[CH:9]=[CH:8][C:6]2[N:7]=[C:3]([S:2][CH3:1])[O:4][C:5]=2[CH:11]=1. The catalyst class is: 2.